Dataset: Catalyst prediction with 721,799 reactions and 888 catalyst types from USPTO. Task: Predict which catalyst facilitates the given reaction. (1) Reactant: [CH2:1]([O:3][C:4](=[O:13])[CH2:5][CH2:6][NH:7][CH:8]1[CH2:12][CH2:11][CH2:10][CH2:9]1)[CH3:2].I[CH2:15][CH3:16].C[Si]([N-][Si](C)(C)C)(C)C.[Li+]. Product: [CH2:1]([O:3][C:4](=[O:13])[CH:5]([CH2:6][NH:7][CH:8]1[CH2:12][CH2:11][CH2:10][CH2:9]1)[CH2:15][CH3:16])[CH3:2]. The catalyst class is: 7. (2) Reactant: [CH3:1][NH:2][CH3:3].Cl[C:5]1[CH:10]=[C:9]([Cl:11])[N:8]=[C:7]([N:12]2[CH2:17][CH2:16][N:15]([C:18]3[CH:23]=[CH:22][CH:21]=[CH:20][CH:19]=3)[CH2:14][CH2:13]2)[N:6]=1.O. Product: [Cl:11][C:9]1[CH:10]=[C:5]([N:2]([CH3:3])[CH3:1])[N:6]=[C:7]([N:12]2[CH2:17][CH2:16][N:15]([C:18]3[CH:23]=[CH:22][CH:21]=[CH:20][CH:19]=3)[CH2:14][CH2:13]2)[N:8]=1. The catalyst class is: 7. (3) Reactant: [CH2:1]([O:3][C:4](=[O:44])[CH2:5][CH2:6][CH2:7][CH2:8][O:9][C:10]1[CH:15]=[CH:14][C:13]([NH:16][C:17]2[C:22]([N+:23]([O-])=O)=[CH:21][N:20]=[C:19]([NH:26][C:27]3[CH:32]=[CH:31][C:30]([CH2:33][CH2:34][CH2:35][NH:36][C:37]([O:39][C:40]([CH3:43])([CH3:42])[CH3:41])=[O:38])=[CH:29][CH:28]=3)[N:18]=2)=[CH:12][CH:11]=1)[CH3:2]. Product: [CH2:1]([O:3][C:4](=[O:44])[CH2:5][CH2:6][CH2:7][CH2:8][O:9][C:10]1[CH:15]=[CH:14][C:13]([NH:16][C:17]2[C:22]([NH2:23])=[CH:21][N:20]=[C:19]([NH:26][C:27]3[CH:28]=[CH:29][C:30]([CH2:33][CH2:34][CH2:35][NH:36][C:37]([O:39][C:40]([CH3:43])([CH3:42])[CH3:41])=[O:38])=[CH:31][CH:32]=3)[N:18]=2)=[CH:12][CH:11]=1)[CH3:2]. The catalyst class is: 19. (4) Reactant: [H-].[Al+3].[Li+].[H-].[H-].[H-].C[O:8][C:9](=O)[C:10]1[CH:15]=[C:14]([C:16]([F:19])([F:18])[F:17])[CH:13]=[C:12]([NH2:20])[CH:11]=1.C(OCC)C. Product: [NH2:20][C:12]1[CH:11]=[C:10]([CH2:9][OH:8])[CH:15]=[C:14]([C:16]([F:17])([F:18])[F:19])[CH:13]=1. The catalyst class is: 1. (5) Product: [OH:32][C@H:30]1[CH2:31][N:27]([C:25](=[O:26])[C@@H:24]([NH:23][C:17]([CH2:16][O:15][CH2:14][CH2:13][CH2:12][CH2:11][CH2:10][O:9][C:8]2[CH:7]=[CH:6][C:5]([C:3]([O:2][CH3:1])=[O:4])=[CH:21][CH:20]=2)=[O:19])[C:48]([CH3:50])([CH3:51])[CH3:49])[C@H:28]([C:33](=[O:34])[NH:35][CH2:36][C:37]2[CH:38]=[CH:39][C:40]([C:43]3[S:47][CH:46]=[N:45][CH:44]=3)=[CH:41][CH:42]=2)[CH2:29]1. Reactant: [CH3:1][O:2][C:3]([C:5]1[CH:21]=[CH:20][C:8]([O:9][CH2:10][CH2:11][CH2:12][CH2:13][CH2:14][O:15][CH2:16][C:17]([OH:19])=O)=[CH:7][CH:6]=1)=[O:4].Cl.[NH2:23][C@@H:24]([C:48]([CH3:51])([CH3:50])[CH3:49])[C:25]([N:27]1[CH2:31][C@H:30]([OH:32])[CH2:29][C@H:28]1[C:33]([NH:35][CH2:36][C:37]1[CH:42]=[CH:41][C:40]([C:43]2[S:47][CH:46]=[N:45][CH:44]=2)=[CH:39][CH:38]=1)=[O:34])=[O:26].C(N(C(C)C)C(C)C)C.CN(C(ON1N=NC2C=CC=NC1=2)=[N+](C)C)C.F[P-](F)(F)(F)(F)F. The catalyst class is: 9.